The task is: Predict the product of the given reaction.. This data is from Forward reaction prediction with 1.9M reactions from USPTO patents (1976-2016). (1) Given the reactants [CH2:1]([C:8]1[CH:9]=[N:10][C:11]2[C:16]([C:17]=1[C:18]1[CH:19]=[C:20]([NH2:24])[CH:21]=[CH:22][CH:23]=1)=[CH:15][CH:14]=[CH:13][C:12]=2[C:25]([F:28])([F:27])[F:26])[C:2]1[CH:7]=[CH:6][CH:5]=[CH:4][CH:3]=1.Br[CH2:30][C:31]1[CH:36]=[CH:35][CH:34]=[CH:33][C:32]=1[Cl:37], predict the reaction product. The product is: [CH2:1]([C:8]1[CH:9]=[N:10][C:11]2[C:16]([C:17]=1[C:18]1[CH:19]=[C:20]([N:24]([CH2:30][C:31]3[CH:36]=[CH:35][CH:34]=[CH:33][C:32]=3[Cl:37])[CH2:30][C:31]3[CH:36]=[CH:35][CH:34]=[CH:33][C:32]=3[Cl:37])[CH:21]=[CH:22][CH:23]=1)=[CH:15][CH:14]=[CH:13][C:12]=2[C:25]([F:28])([F:26])[F:27])[C:2]1[CH:3]=[CH:4][CH:5]=[CH:6][CH:7]=1. (2) The product is: [ClH:46].[CH3:24][N:25]1[C:29]2[CH:30]=[N:31][CH:32]=[C:33]3[C:34](=[O:45])[C@@H:35]([CH:37]4[CH:42]5[CH2:41][CH2:40][N:39]([CH2:44][CH2:43]5)[CH2:38]4)[CH2:36][C:27]([C:28]=23)=[N:26]1. Given the reactants CN1C2C=CC=C(C([O-])=O)C=2C(CN[C@@H]2C3CCN(CC3)C2)=N1.[CH3:24][N:25]1[C:29]2[CH:30]=[N:31][CH:32]=[C:33]3[C:34](=[O:45])[C@H:35]([CH:37]4[CH:42]5[CH2:43][CH2:44][N:39]([CH2:40][CH2:41]5)[CH2:38]4)[CH2:36][C:27]([C:28]=23)=[N:26]1.[ClH:46], predict the reaction product. (3) Given the reactants O1CCCC1.[C:6]([C:8]1([CH2:21][CH2:22][OH:23])[CH2:13][CH2:12][N:11]([C:14]([O:16][C:17]([CH3:20])([CH3:19])[CH3:18])=[O:15])[CH2:10][CH2:9]1)#[N:7].[CH3:24][S:25](Cl)(=[O:27])=[O:26].C(=O)([O-])O.[Na+], predict the reaction product. The product is: [C:6]([C:8]1([CH2:21][CH2:22][O:23][S:25]([CH3:24])(=[O:27])=[O:26])[CH2:13][CH2:12][N:11]([C:14]([O:16][C:17]([CH3:18])([CH3:19])[CH3:20])=[O:15])[CH2:10][CH2:9]1)#[N:7].